This data is from Forward reaction prediction with 1.9M reactions from USPTO patents (1976-2016). The task is: Predict the product of the given reaction. (1) Given the reactants C([O:3][C:4](=[O:36])[CH2:5][O:6][C:7]1[CH:12]=[C:11]([CH3:13])[C:10]([S:14][C:15]2[CH:20]=[C:19]([C:21]#[C:22][CH2:23][N:24]3[CH2:29][CH2:28][O:27][CH2:26][CH2:25]3)[CH:18]=[C:17]([O:30][CH2:31][CH:32]([CH3:34])[CH3:33])[CH:16]=2)=[CH:9][C:8]=1[CH3:35])C.[OH-].[Na+].Cl, predict the reaction product. The product is: [CH2:31]([O:30][C:17]1[CH:16]=[C:15]([S:14][C:10]2[C:11]([CH3:13])=[CH:12][C:7]([O:6][CH2:5][C:4]([OH:36])=[O:3])=[C:8]([CH3:35])[CH:9]=2)[CH:20]=[C:19]([C:21]#[C:22][CH2:23][N:24]2[CH2:29][CH2:28][O:27][CH2:26][CH2:25]2)[CH:18]=1)[CH:32]([CH3:34])[CH3:33]. (2) Given the reactants [CH3:1][CH:2]1[CH2:7][CH2:6][C:5](=O)[CH:4]([CH2:9][C:10](=O)[C:11]2[S:12][CH:13]=[CH:14][N:15]=2)[CH2:3]1.[NH2:17][C:18]1[CH:26]=[CH:25][C:21]([C:22]([OH:24])=[O:23])=[CH:20][CH:19]=1, predict the reaction product. The product is: [CH3:1][CH:2]1[CH2:7][CH2:6][C:5]2[N:17]([C:18]3[CH:26]=[CH:25][C:21]([C:22]([OH:24])=[O:23])=[CH:20][CH:19]=3)[C:10]([C:11]3[S:12][CH:13]=[CH:14][N:15]=3)=[CH:9][C:4]=2[CH2:3]1. (3) Given the reactants F[C:2]1[CH:7]=[CH:6][CH:5]=[CH:4][N:3]=1.[NH:8]1[CH2:13]CO[CH2:10][CH2:9]1.N1C2C(=CC=CC=2)C=C1, predict the reaction product. The product is: [CH3:13][NH:8][CH2:9][CH2:10][C:2]1[CH:7]=[CH:6][CH:5]=[CH:4][N:3]=1.